Dataset: Peptide-MHC class I binding affinity with 185,985 pairs from IEDB/IMGT. Task: Regression. Given a peptide amino acid sequence and an MHC pseudo amino acid sequence, predict their binding affinity value. This is MHC class I binding data. (1) The peptide sequence is SYVNTNMGL. The MHC is Patr-A0401 with pseudo-sequence Patr-A0401. The binding affinity (normalized) is 0.0522. (2) The peptide sequence is IMTSTRTII. The MHC is HLA-A02:02 with pseudo-sequence HLA-A02:02. The binding affinity (normalized) is 0.313. (3) The MHC is HLA-A11:01 with pseudo-sequence HLA-A11:01. The peptide sequence is VTYDYIIPK. The binding affinity (normalized) is 0.952. (4) The peptide sequence is YVFPVIFSK. The MHC is HLA-B15:03 with pseudo-sequence HLA-B15:03. The binding affinity (normalized) is 0.0353. (5) The binding affinity (normalized) is 0.0847. The peptide sequence is AMYDPQTYY. The MHC is HLA-B39:01 with pseudo-sequence HLA-B39:01. (6) The peptide sequence is FSDARLAKL. The MHC is HLA-A03:01 with pseudo-sequence HLA-A03:01. The binding affinity (normalized) is 0.0847. (7) The peptide sequence is QLADETLLKV. The MHC is HLA-A68:02 with pseudo-sequence HLA-A68:02. The binding affinity (normalized) is 0.132. (8) The peptide sequence is VTSPLTVEW. The MHC is HLA-B46:01 with pseudo-sequence HLA-B46:01. The binding affinity (normalized) is 0.337. (9) The peptide sequence is SYIRYFTVF. The MHC is HLA-A02:12 with pseudo-sequence HLA-A02:12. The binding affinity (normalized) is 0.0847.